From a dataset of Full USPTO retrosynthesis dataset with 1.9M reactions from patents (1976-2016). Predict the reactants needed to synthesize the given product. (1) Given the product [CH3:20][O:19][C:17]([C:16]1[C:12]2([CH3:13])[N:8]([C:6]([O:5][C:1]([CH3:4])([CH3:3])[CH3:2])=[O:7])[C:9]([CH3:14])([C:15]=1[C:21]([O:23][CH3:24])=[O:22])[CH:10]=[CH:11]2)=[O:18], predict the reactants needed to synthesize it. The reactants are: [C:1]([O:5][C:6]([N:8]1[C:12]([CH3:13])=[CH:11][CH:10]=[C:9]1[CH3:14])=[O:7])([CH3:4])([CH3:3])[CH3:2].[C:15]([C:21]([O:23][CH3:24])=[O:22])#[C:16][C:17]([O:19][CH3:20])=[O:18]. (2) Given the product [CH:1]([C@@H:4]1[CH2:9][CH2:8][C@@H:7]([CH3:10])[CH2:6][C@H:5]1[O:11][C:12](=[O:39])[NH:13][C@@H:14]1[C:20](=[O:21])[N:19]([CH2:22][C:23]2[CH:24]=[CH:25][C:26]([O:29][CH3:30])=[CH:27][CH:28]=2)[C:18]2[CH:31]=[CH:32][CH:33]=[CH:34][C:17]=2[C:16]2[CH:35]=[CH:36][CH:37]=[CH:38][C:15]1=2)([CH3:2])[CH3:3], predict the reactants needed to synthesize it. The reactants are: [CH:1]([C@@H:4]1[CH2:9][CH2:8][C@@H:7]([CH3:10])[CH2:6][C@H:5]1[O:11][C:12](=[O:39])[NH:13][C@H:14]1[C:20](=[O:21])[N:19]([CH2:22][C:23]2[CH:28]=[CH:27][C:26]([O:29][CH3:30])=[CH:25][CH:24]=2)[C:18]2[CH:31]=[CH:32][CH:33]=[CH:34][C:17]=2[C:16]2[CH:35]=[CH:36][CH:37]=[CH:38][C:15]1=2)([CH3:3])[CH3:2].C([N-]C(C)C)(C)C.[Li+].Cl[Si](C)(C)C.[Cl-].[Na+].O.O.